Dataset: Retrosynthesis with 50K atom-mapped reactions and 10 reaction types from USPTO. Task: Predict the reactants needed to synthesize the given product. (1) Given the product COC(=O)c1ccc(-c2ccccc2)cc1NC(=O)c1cc(-c2ccco2)ccc1OC(C)=O, predict the reactants needed to synthesize it. The reactants are: COC(=O)c1ccc(-c2ccccc2)cc1NC(=O)c1cc(Br)ccc1OC(C)=O.OB(O)c1ccco1. (2) Given the product CC1(OC(=O)N2CCC(CCOCc3ncc4c(n3)CCN(S(C)(=O)=O)C4)CC2)CC1, predict the reactants needed to synthesize it. The reactants are: CC1(OC(=O)N2CCC(CCO)CC2)CC1.CS(=O)(=O)N1CCc2nc(CBr)ncc2C1. (3) Given the product O=C(O)c1cnc2ccc(Br)cn12, predict the reactants needed to synthesize it. The reactants are: CCOC(=O)c1cnc2ccc(Br)cn12. (4) Given the product NC[C@H]1CC[C@H](O)CC1, predict the reactants needed to synthesize it. The reactants are: CC(C)(C)OC(=O)NC[C@H]1CC[C@H](O)CC1. (5) Given the product CC(=O)NCc1cc(C2=NOC(c3cc(Cl)c(F)c(Cl)c3)(C(F)(F)F)C2)ccc1F, predict the reactants needed to synthesize it. The reactants are: CC(=O)Cl.NCc1cc(C2=NOC(c3cc(Cl)c(F)c(Cl)c3)(C(F)(F)F)C2)ccc1F. (6) Given the product CC(C)(C)OC(=O)CCc1ccc(C(F)(F)F)nc1, predict the reactants needed to synthesize it. The reactants are: CC(C)(C)OC(=O)C=Cc1ccc(C(F)(F)F)nc1. (7) The reactants are: C[n+]1ccc2cc(O)ccc2c1.OC1CCOC1. Given the product C[n+]1ccc2cc(OC3CCOC3)ccc2c1, predict the reactants needed to synthesize it.